This data is from Forward reaction prediction with 1.9M reactions from USPTO patents (1976-2016). The task is: Predict the product of the given reaction. (1) Given the reactants Cl.C(OC([N:9]1[C@H:14]([C:15]2[NH:16][CH:17]=[C:18]([C:20]3[CH:21]=[C:22]4[C:27](=[CH:28][CH:29]=3)[CH:26]=[C:25]([C:30]3[CH:35]=[CH:34][C:33]([C:36]5[N:37]=[C:38]([C@@H:41]6[CH2:46][C@:45]7([CH3:47])[C@@H:43]([CH2:44]7)[N:42]6C(OC(C)(C)C)=O)[NH:39][CH:40]=5)=[CH:32][CH:31]=3)[CH:24]=[CH:23]4)[N:19]=2)[CH2:13][C@:12]2([CH3:55])[C@H:10]1[CH2:11]2)=O)(C)(C)C, predict the reaction product. The product is: [CH3:47][C@:45]12[CH2:44][C@H:43]1[NH:42][C@H:41]([C:38]1[NH:39][CH:40]=[C:36]([C:33]3[CH:34]=[CH:35][C:30]([C:25]4[CH:24]=[CH:23][C:22]5[C:27](=[CH:28][CH:29]=[C:20]([C:18]6[N:19]=[C:15]([C@@H:14]7[CH2:13][C@:12]8([CH3:55])[C@@H:10]([CH2:11]8)[NH:9]7)[NH:16][CH:17]=6)[CH:21]=5)[CH:26]=4)=[CH:31][CH:32]=3)[N:37]=1)[CH2:46]2. (2) Given the reactants [N:1]([CH2:4][C@@H:5]([OH:16])[C@@H:6]([NH:14][CH3:15])[CH2:7][C:8]1[CH:13]=[CH:12][CH:11]=[CH:10][CH:9]=1)=[N+:2]=[N-:3].[C:17]([OH:25])(=O)[C:18]1[CH:23]=[CH:22][CH:21]=[CH:20][CH:19]=1.C1C=CC2N(O)N=NC=2C=1.CCN(C(C)C)C(C)C.Cl, predict the reaction product. The product is: [N:1]([CH2:4][C@@H:5]([OH:16])[C@@H:6]([N:14]([CH3:15])[C:17](=[O:25])[C:18]1[CH:19]=[CH:20][CH:21]=[CH:22][CH:23]=1)[CH2:7][C:8]1[CH:13]=[CH:12][CH:11]=[CH:10][CH:9]=1)=[N+:2]=[N-:3]. (3) Given the reactants [C:1]([O:5][C:6](=[O:29])[NH:7][C:8]1([CH2:16][CH2:17][C:18]2[CH:23]=[CH:22][C:21]([OH:24])=[C:20]([C:25]([F:28])([F:27])[F:26])[CH:19]=2)[CH2:13][O:12][C:11]([CH3:15])([CH3:14])[O:10][CH2:9]1)([CH3:4])([CH3:3])[CH3:2].C(=O)([O-])[O-].[K+].[K+].Br[CH2:37][CH2:38][CH2:39][CH2:40][CH2:41][CH3:42].O, predict the reaction product. The product is: [C:1]([O:5][C:6](=[O:29])[NH:7][C:8]1([CH2:16][CH2:17][C:18]2[CH:23]=[CH:22][C:21]([O:24][CH2:37][CH2:38][CH2:39][CH2:40][CH2:41][CH3:42])=[C:20]([C:25]([F:28])([F:26])[F:27])[CH:19]=2)[CH2:13][O:12][C:11]([CH3:15])([CH3:14])[O:10][CH2:9]1)([CH3:2])([CH3:3])[CH3:4]. (4) The product is: [Cl:21][C:15]1[CH:14]=[C:13]([CH:18]=[CH:17][C:16]=1[O:19][CH3:20])[C:12]([CH:9]1[CH2:10][CH2:11][N:6]([CH2:5][C:4]([OH:23])=[O:3])[CH2:7][CH2:8]1)=[O:22]. Given the reactants C([O:3][C:4](=[O:23])[CH2:5][N:6]1[CH2:11][CH2:10][CH:9]([C:12](=[O:22])[C:13]2[CH:18]=[CH:17][C:16]([O:19][CH3:20])=[C:15]([Cl:21])[CH:14]=2)[CH2:8][CH2:7]1)C.O[Li].O, predict the reaction product. (5) The product is: [CH3:36][C:16]1[CH:21]=[CH:20][C:19]([S:22]([O:1][CH:2]2[CH2:5][CH:4]([C:6]([O:8][CH3:9])=[O:7])[CH2:3]2)(=[O:24])=[O:23])=[CH:18][CH:17]=1. Given the reactants [OH:1][CH:2]1[CH2:5][CH:4]([C:6]([O:8][CH3:9])=[O:7])[CH2:3]1.N1C=CC=CC=1.[C:16]1([CH3:36])[CH:21]=[CH:20][C:19]([S:22](O[S:22]([C:19]2[CH:20]=[CH:21][C:16]([CH3:36])=[CH:17][CH:18]=2)(=[O:24])=[O:23])(=[O:24])=[O:23])=[CH:18][CH:17]=1, predict the reaction product. (6) Given the reactants NC1C=C(OC)C(OCCOC)=CC=1C(C1C=CC=CC=1Cl)=O.NC1C(C)=NN(CC=C)C=1Cl.[Cl:35][C:36]1[CH:41]=[CH:40][CH:39]=[CH:38][C:37]=1[C:42]1[C:48]2[CH:49]=[C:50]([O:55][CH2:56][CH2:57][O:58][CH3:59])[C:51]([O:53][CH3:54])=[CH:52][C:47]=2[N:46]=[C:45]2[N:60](CC=C)[NH:61][C:62]([CH3:63])=[C:44]2[N:43]=1.[H-].C([Al+]CC(C)C)C(C)C, predict the reaction product. The product is: [Cl:35][C:36]1[CH:41]=[CH:40][CH:39]=[CH:38][C:37]=1[C:42]1[C:48]2[CH:49]=[C:50]([O:55][CH2:56][CH2:57][O:58][CH3:59])[C:51]([O:53][CH3:54])=[CH:52][C:47]=2[N:46]=[C:45]2[NH:60][NH:61][C:62]([CH3:63])=[C:44]2[N:43]=1. (7) Given the reactants Cl[CH2:2][CH2:3]Cl.CC(CC(O)CO)C.C(=O)([O-])[O-].[K+].[K+].[C:19]([O:26][CH3:27])(=[O:25])[CH2:20][C:21]([O:23][CH3:24])=[O:22], predict the reaction product. The product is: [C:20]1([C:19]([O:26][CH3:27])=[O:25])([C:21]([O:23][CH3:24])=[O:22])[CH2:3][CH2:2]1. (8) Given the reactants [CH3:1][O:2][C:3]([C:5]1[C:6]([OH:30])=[C:7]2[C:12](=[CH:13][N:14]=1)[N:11]([CH2:15][C:16]1[CH:21]=[CH:20][CH:19]=[CH:18][CH:17]=1)[C:10](=[O:22])[C:9]([CH2:23][C:24]1[CH:29]=[CH:28][CH:27]=[CH:26][CH:25]=1)=[CH:8]2)=[O:4].[Br:31]N1C(=O)CCC1=O, predict the reaction product. The product is: [CH3:1][O:2][C:3]([C:5]1[C:6]([OH:30])=[C:7]2[C:12](=[C:13]([Br:31])[N:14]=1)[N:11]([CH2:15][C:16]1[CH:21]=[CH:20][CH:19]=[CH:18][CH:17]=1)[C:10](=[O:22])[C:9]([CH2:23][C:24]1[CH:25]=[CH:26][CH:27]=[CH:28][CH:29]=1)=[CH:8]2)=[O:4]. (9) Given the reactants [Cl:1][C:2]1[CH:3]=[C:4]([S:16]([N:19]([CH2:35][C:36]([O:38][C:39]([CH3:42])([CH3:41])[CH3:40])=[O:37])[C:20]2[CH:21]=[CH:22][C:23]3[N:24]([CH2:33][CH3:34])[C:25]4[C:30]([C:31]=3[CH:32]=2)=[CH:29][CH:28]=[CH:27][CH:26]=4)(=[O:18])=[O:17])[CH:5]=[C:6](OS(C(F)(F)F)(=O)=O)[CH:7]=1.[CH3:43][Si:44]([C:47]#[CH:48])([CH3:46])[CH3:45].C(=O)([O-])[O-].[K+].[K+].C(OCC)(=O)C, predict the reaction product. The product is: [Cl:1][C:2]1[CH:3]=[C:4]([S:16]([N:19]([CH2:35][C:36]([O:38][C:39]([CH3:40])([CH3:42])[CH3:41])=[O:37])[C:20]2[CH:32]=[CH:31][C:23]3[N:24]([CH2:33][CH3:34])[C:25]4[C:26]([C:22]=3[CH:21]=2)=[CH:27][CH:28]=[CH:29][CH:30]=4)(=[O:17])=[O:18])[CH:5]=[C:6]([C:48]#[C:47][Si:44]([CH3:46])([CH3:45])[CH3:43])[CH:7]=1. (10) Given the reactants [OH-].[Li+].CC1C(CC([O-])=[O:15])=CC(C)=C2C=1C=NN2.[CH3:18][C:19]1[C:27]([CH3:28])=[C:26]2[C:22]([CH:23]=[N:24][NH:25]2)=[CH:21][C:20]=1CC([O-])=O.[Cl-].[NH4+], predict the reaction product. The product is: [CH3:18][C:19]1[C:27]([CH3:28])=[C:26]2[C:22]([CH:23]=[N:24][NH:25]2)=[CH:21][C:20]=1[OH:15].